This data is from TCR-epitope binding with 47,182 pairs between 192 epitopes and 23,139 TCRs. The task is: Binary Classification. Given a T-cell receptor sequence (or CDR3 region) and an epitope sequence, predict whether binding occurs between them. The epitope is YLDAYNMMI. The TCR CDR3 sequence is CASSPRDRVGTEAFF. Result: 0 (the TCR does not bind to the epitope).